This data is from Forward reaction prediction with 1.9M reactions from USPTO patents (1976-2016). The task is: Predict the product of the given reaction. (1) Given the reactants [H-].[Na+].[F:3][C:4]([F:27])([F:26])[C:5]([C:8]1[CH:13]=[CH:12][C:11]([C:14]2[N:18]=[C:17]([C:19]3[CH:20]=[CH:21][C:22](=[O:25])[NH:23][N:24]=3)[O:16][N:15]=2)=[CH:10][CH:9]=1)([CH3:7])[CH3:6].[Cl:28][C:29]1[CH:34]=[CH:33][C:32]([CH2:35]Cl)=[CH:31][N:30]=1.O, predict the reaction product. The product is: [Cl:28][C:29]1[N:30]=[CH:31][C:32]([CH2:35][N:23]2[C:22](=[O:25])[CH:21]=[CH:20][C:19]([C:17]3[O:16][N:15]=[C:14]([C:11]4[CH:12]=[CH:13][C:8]([C:5]([CH3:6])([CH3:7])[C:4]([F:3])([F:26])[F:27])=[CH:9][CH:10]=4)[N:18]=3)=[N:24]2)=[CH:33][CH:34]=1. (2) Given the reactants C1COCC1.CCCCCC.Br[C:13]1[CH:14]=[C:15]([CH3:21])[C:16]([Cl:20])=[C:17]([CH3:19])[CH:18]=1.[C:22](=[O:24])=[O:23], predict the reaction product. The product is: [Cl:20][C:16]1[C:15]([CH3:21])=[CH:14][C:13]([C:22]([OH:24])=[O:23])=[CH:18][C:17]=1[CH3:19]. (3) Given the reactants [Br:1][C:2]1[CH:3]=[C:4]2[C:8](=[CH:9][CH:10]=1)[NH:7][CH:6]=[CH:5]2.F[C:12]1[CH:17]=[CH:16][CH:15]=[CH:14][N:13]=1, predict the reaction product. The product is: [Br:1][C:2]1[CH:3]=[C:4]2[C:8](=[CH:9][CH:10]=1)[N:7]([C:12]1[CH:17]=[CH:16][CH:15]=[CH:14][N:13]=1)[CH:6]=[CH:5]2. (4) The product is: [F:13][CH:12]([F:14])[CH2:11][CH2:10][O:9][C:4]1[CH:3]=[C:2]([C:20]#[C:19][Si:16]([CH3:18])([CH3:17])[CH3:15])[CH:7]=[CH:6][C:5]=1[F:8]. Given the reactants Br[C:2]1[CH:7]=[CH:6][C:5]([F:8])=[C:4]([O:9][CH2:10][CH2:11][CH:12]([F:14])[F:13])[CH:3]=1.[CH3:15][Si:16]([C:19]#[CH:20])([CH3:18])[CH3:17], predict the reaction product. (5) Given the reactants I[C:2]1[N:9]2[C:5]([S:6][C:7]([C:10]3[CH:11]=[C:12]4[C:18]5([CH2:23][CH2:22][N:21]([C:24]([O:26][C:27]([CH3:30])([CH3:29])[CH3:28])=[O:25])[CH2:20][CH2:19]5)[C:17](=[O:31])[NH:16][C:13]4=[CH:14][CH:15]=3)=[N:8]2)=[N:4][CH:3]=1.CC1(C)C(C)(C)OB([C:40]2[CH:41]=[C:42]([C:47]([F:50])([F:49])[F:48])[C:43]([NH2:46])=[N:44][CH:45]=2)O1.C([O-])([O-])=O.[Na+].[Na+], predict the reaction product. The product is: [C:27]([O:26][C:24]([N:21]1[CH2:22][CH2:23][C:18]2([C:12]3[C:13](=[CH:14][CH:15]=[C:10]([C:7]4[S:6][C:5]5=[N:4][CH:3]=[C:2]([C:40]6[CH:41]=[C:42]([C:47]([F:50])([F:49])[F:48])[C:43]([NH2:46])=[N:44][CH:45]=6)[N:9]5[N:8]=4)[CH:11]=3)[NH:16][C:17]2=[O:31])[CH2:19][CH2:20]1)=[O:25])([CH3:30])([CH3:29])[CH3:28]. (6) The product is: [I:24][C:25]1[CH:26]=[C:27]([CH:31]=[CH:32][CH:33]=1)[C:28]([NH:1][CH2:2][C@H:3]1[N:8]([C:9]([C:11]2[N:12]=[C:13]([CH3:23])[S:14][C:15]=2[C:16]2[CH:17]=[C:18]([CH3:22])[CH:19]=[CH:20][CH:21]=2)=[O:10])[CH2:7][C@H:6]2[C@@H:4]1[CH2:5]2)=[O:29]. Given the reactants [NH2:1][CH2:2][C@H:3]1[N:8]([C:9]([C:11]2[N:12]=[C:13]([CH3:23])[S:14][C:15]=2[C:16]2[CH:17]=[C:18]([CH3:22])[CH:19]=[CH:20][CH:21]=2)=[O:10])[CH2:7][C@H:6]2[C@@H:4]1[CH2:5]2.[I:24][C:25]1[CH:26]=[C:27]([CH:31]=[CH:32][CH:33]=1)[C:28](O)=[O:29], predict the reaction product. (7) Given the reactants [NH2:1][C:2]1[N:3]=[C:4]([N:13]2[CH2:18][CH2:17][O:16][CH2:15][CH2:14]2)[C:5]2[N:11]=[C:10](Cl)[CH:9]=[CH:8][C:6]=2[N:7]=1.C(=O)([O-])[O-].[K+].[K+].[Br:25][C:26]1[CH:31]=[CH:30][CH:29]=[CH:28][C:27]=1B(O)O, predict the reaction product. The product is: [NH2:1][C:2]1[N:3]=[C:4]([N:13]2[CH2:18][CH2:17][O:16][CH2:15][CH2:14]2)[C:5]2[N:11]=[C:10]([C:27]3[CH:28]=[CH:29][CH:30]=[CH:31][C:26]=3[Br:25])[CH:9]=[CH:8][C:6]=2[N:7]=1.